From a dataset of Catalyst prediction with 721,799 reactions and 888 catalyst types from USPTO. Predict which catalyst facilitates the given reaction. Reactant: [Cl:1][S:2]([C:5]1[S:9][C:8]([CH3:10])=[C:7]([C:11](Cl)=[O:12])[CH:6]=1)(=[O:4])=[O:3].[F:14][C:15]1[CH:16]=[C:17]([CH:19]=[CH:20][C:21]=1[F:22])[NH2:18]. Product: [F:14][C:15]1[CH:16]=[C:17]([NH:18][C:11]([C:7]2[CH:6]=[C:5]([S:2]([Cl:1])(=[O:4])=[O:3])[S:9][C:8]=2[CH3:10])=[O:12])[CH:19]=[CH:20][C:21]=1[F:22]. The catalyst class is: 11.